From a dataset of Full USPTO retrosynthesis dataset with 1.9M reactions from patents (1976-2016). Predict the reactants needed to synthesize the given product. (1) Given the product [NH2:17][CH2:16][CH2:15][CH2:14][N:11]1[CH2:10][CH2:9][C:8]([C:5]2[CH:4]=[CH:3][C:2]([Cl:1])=[CH:7][CH:6]=2)([OH:18])[CH2:13][CH2:12]1, predict the reactants needed to synthesize it. The reactants are: [Cl:1][C:2]1[CH:7]=[CH:6][C:5]([C:8]2([OH:18])[CH2:13][CH2:12][N:11]([CH2:14][CH2:15][C:16]#[N:17])[CH2:10][CH2:9]2)=[CH:4][CH:3]=1.Cl.[OH-].[Na+].CCOCC. (2) Given the product [F:1][C:2]1[CH:3]=[CH:4][C:5]([S:8]([C@@:11]2([C:29]3[CH:30]=[CH:31][C:32]([C:35]([F:44])([C:40]([F:41])([F:42])[F:43])[C:36]([F:37])([F:39])[F:38])=[CH:33][CH:34]=3)[CH2:15][CH2:14][N:13]([C:16]([C:18]3([C:26]([NH:47][CH3:46])=[O:27])[CH2:23][CH2:22][S:21](=[O:25])(=[O:24])[CH2:20][CH2:19]3)=[O:17])[CH2:12]2)(=[O:9])=[O:10])=[CH:6][CH:7]=1, predict the reactants needed to synthesize it. The reactants are: [F:1][C:2]1[CH:7]=[CH:6][C:5]([S:8]([C@@:11]2([C:29]3[CH:34]=[CH:33][C:32]([C:35]([F:44])([C:40]([F:43])([F:42])[F:41])[C:36]([F:39])([F:38])[F:37])=[CH:31][CH:30]=3)[CH2:15][CH2:14][N:13]([C:16]([C:18]3([C:26](O)=[O:27])[CH2:23][CH2:22][S:21](=[O:25])(=[O:24])[CH2:20][CH2:19]3)=[O:17])[CH2:12]2)(=[O:10])=[O:9])=[CH:4][CH:3]=1.C[CH2:46][N:47](C(C)C)C(C)C.F[P-](F)(F)(F)(F)F.N1(O[P+](N(C)C)(N(C)C)N(C)C)C2C=CC=CC=2N=N1.CN. (3) Given the product [ClH:42].[C:25]([C:23]1[CH:22]=[CH:21][C:20]([OH:28])=[C:19]([S:16]([NH:15][CH2:14][CH2:13][C:12]2[CH:11]=[CH:10][C:9]([C:29]3[CH:34]=[CH:33][CH:32]=[CH:31][C:30]=3[S:35]([CH3:38])(=[O:37])=[O:36])=[CH:8][C:7]=2[O:6][CH2:5][C:4]([OH:39])=[O:3])(=[O:17])=[O:18])[CH:24]=1)(=[NH:26])[NH2:27], predict the reactants needed to synthesize it. The reactants are: C([O:3][C:4](=[O:39])[CH2:5][O:6][C:7]1[CH:8]=[C:9]([C:29]2[CH:34]=[CH:33][CH:32]=[CH:31][C:30]=2[S:35]([CH3:38])(=[O:37])=[O:36])[CH:10]=[CH:11][C:12]=1[CH2:13][CH2:14][NH:15][S:16]([C:19]1[CH:24]=[C:23]([C:25](=[NH:27])[NH2:26])[CH:22]=[CH:21][C:20]=1[OH:28])(=[O:18])=[O:17])C.[OH-].[Na+].[ClH:42]. (4) The reactants are: [Br:1][C:2]1[C:7]([OH:8])=[CH:6][CH:5]=[C:4]([CH2:9][OH:10])[N:3]=1. Given the product [Br:1][C:2]1[N:3]=[C:4]([CH:9]=[O:10])[CH:5]=[CH:6][C:7]=1[OH:8], predict the reactants needed to synthesize it. (5) Given the product [Br:1][CH:2]1[CH2:4][C:3]1([CH3:11])[C:5]1[CH:10]=[CH:9][CH:8]=[CH:7][CH:6]=1, predict the reactants needed to synthesize it. The reactants are: [Br:1][C:2]1(Br)[CH2:4][C:3]1([CH3:11])[C:5]1[CH:10]=[CH:9][CH:8]=[CH:7][CH:6]=1.C(O)(=O)C. (6) Given the product [Br:1][C:2]1[C:3]([NH:9][CH2:10][CH2:11][C:12]2[CH:17]=[CH:16][CH:15]=[CH:14][CH:13]=2)=[N:4][C:5]([NH:33][C:34]2[CH:35]=[C:36]3[C:40](=[CH:41][CH:42]=2)[NH:39][C:38](=[O:43])[CH2:37]3)=[N:6][CH:7]=1, predict the reactants needed to synthesize it. The reactants are: [Br:1][C:2]1[C:3]([NH:9][CH2:10][CH2:11][C:12]2[CH:17]=[CH:16][CH:15]=[CH:14][CH:13]=2)=[N:4][C:5](Cl)=[N:6][CH:7]=1.O1CCOCC1.C(N(C(C)C)CC)(C)C.[NH2:33][C:34]1[CH:35]=[C:36]2[C:40](=[CH:41][CH:42]=1)[NH:39][C:38](=[O:43])[CH2:37]2. (7) Given the product [F:21][C:17]1[C:15]2[N:16]=[C:12]([CH2:8][CH2:9][C:10]#[C:11][C:2]3[CH:7]=[CH:6][CH:5]=[CH:4][N:3]=3)[S:13][C:14]=2[CH:20]=[CH:19][CH:18]=1, predict the reactants needed to synthesize it. The reactants are: Br[C:2]1[CH:7]=[CH:6][CH:5]=[CH:4][N:3]=1.[CH2:8]([C:12]1[S:13][C:14]2[CH:20]=[CH:19][CH:18]=[C:17]([F:21])[C:15]=2[N:16]=1)[CH2:9][C:10]#[CH:11]. (8) Given the product [Br:1][C:2]1[C:3]([NH:8][C:14]2[CH:15]=[N:16][C:11]([O:10][CH3:9])=[CH:12][CH:13]=2)=[N:4][CH:5]=[N:6][CH:7]=1, predict the reactants needed to synthesize it. The reactants are: [Br:1][C:2]1[C:3]([NH2:8])=[N:4][CH:5]=[N:6][CH:7]=1.[CH3:9][O:10][C:11]1[N:16]=[CH:15][C:14](B(O)O)=[CH:13][CH:12]=1.C(N(CC)C(C)C)(C)C. (9) Given the product [Cl:25][C:26]1[CH:27]=[C:28]([CH2:33][C@H:34]([C:38]2[CH:39]=[CH:40][CH:41]=[CH:42][CH:43]=2)[C:35]([NH:1][CH:2]2[C:8](=[O:9])[N:7]([CH3:10])[C:6]3[CH:11]=[CH:12][CH:13]=[CH:14][C:5]=3[C:4]([N:15]3[CH2:16][CH2:17][CH:18]([C:21]([F:24])([F:23])[F:22])[CH2:19][CH2:20]3)=[N:3]2)=[O:36])[CH:29]=[CH:30][C:31]=1[Cl:32], predict the reactants needed to synthesize it. The reactants are: [NH2:1][CH:2]1[C:8](=[O:9])[N:7]([CH3:10])[C:6]2[CH:11]=[CH:12][CH:13]=[CH:14][C:5]=2[C:4]([N:15]2[CH2:20][CH2:19][CH:18]([C:21]([F:24])([F:23])[F:22])[CH2:17][CH2:16]2)=[N:3]1.[Cl:25][C:26]1[CH:27]=[C:28]([CH2:33][C@H:34]([C:38]2[CH:43]=[CH:42][CH:41]=[CH:40][CH:39]=2)[C:35](O)=[O:36])[CH:29]=[CH:30][C:31]=1[Cl:32]. (10) Given the product [CH2:33]([N:27]1[CH2:28][C@@H:11]([C:12]2[CH:22]=[CH:21][CH:20]=[CH:19][C:13]=2[C:14]([O:16][CH2:17][CH3:18])=[O:15])[C@H:10]([C:9]([O:8][CH2:1][C:2]2[CH:3]=[CH:4][CH:5]=[CH:6][CH:7]=2)=[O:23])[CH2:26]1)[C:34]1[CH:39]=[CH:38][CH:37]=[CH:36][CH:35]=1, predict the reactants needed to synthesize it. The reactants are: [CH2:1]([O:8][C:9](=[O:23])/[CH:10]=[CH:11]/[C:12]1[CH:22]=[CH:21][CH:20]=[CH:19][C:13]=1[C:14]([O:16][CH2:17][CH3:18])=[O:15])[C:2]1[CH:7]=[CH:6][CH:5]=[CH:4][CH:3]=1.CO[CH2:26][N:27]([CH2:33][C:34]1[CH:39]=[CH:38][CH:37]=[CH:36][CH:35]=1)[CH2:28][Si](C)(C)C.FC(F)(F)C(O)=O.